From a dataset of Full USPTO retrosynthesis dataset with 1.9M reactions from patents (1976-2016). Predict the reactants needed to synthesize the given product. (1) Given the product [C:19]([O:18][C:16](=[O:17])[NH:23][C:24]1[CH:25]=[CH:26][C:27]([C:30]2[CH:35]=[CH:34][C:33]([OH:36])=[CH:32][CH:31]=2)=[CH:28][CH:29]=1)([CH3:20])([CH3:21])[CH3:22], predict the reactants needed to synthesize it. The reactants are: C(N(CC)CC)C.[C:16](O[C:16]([O:18][C:19]([CH3:22])([CH3:21])[CH3:20])=[O:17])([O:18][C:19]([CH3:22])([CH3:21])[CH3:20])=[O:17].[NH2:23][C:24]1[CH:29]=[CH:28][C:27]([C:30]2[CH:35]=[CH:34][C:33]([OH:36])=[CH:32][CH:31]=2)=[CH:26][CH:25]=1. (2) Given the product [CH:3]([C:7]1[CH:8]=[C:9]([NH:13][C:14]([C:16]2[CH:21]=[CH:20][C:19]([F:22])=[CH:18][N:17]=2)=[O:15])[CH:10]=[CH:11][CH:12]=1)=[O:2], predict the reactants needed to synthesize it. The reactants are: Cl.[O:2]1CCO[CH:3]1[C:7]1[CH:8]=[C:9]([NH:13][C:14]([C:16]2[CH:21]=[CH:20][C:19]([F:22])=[CH:18][N:17]=2)=[O:15])[CH:10]=[CH:11][CH:12]=1. (3) Given the product [CH2:1]([C:3]1[O:4][CH:5]=[C:6](/[CH:8]=[CH:24]\[C:23]2[C:19]([O:18][CH2:17][O:16][CH3:15])=[N:20][N:21]([C:26]3[CH:31]=[CH:30][CH:29]=[CH:28][CH:27]=3)[CH:22]=2)[N:7]=1)[CH3:2], predict the reactants needed to synthesize it. The reactants are: [CH2:1]([C:3]1[O:4][CH:5]=[C:6]([CH2:8]P(=O)([O-])[O-])[N:7]=1)[CH3:2].[H-].[Na+].[CH3:15][O:16][CH2:17][O:18][C:19]1[C:23]([CH:24]=O)=[CH:22][N:21]([C:26]2[CH:31]=[CH:30][CH:29]=[CH:28][CH:27]=2)[N:20]=1.O.